Dataset: Catalyst prediction with 721,799 reactions and 888 catalyst types from USPTO. Task: Predict which catalyst facilitates the given reaction. Reactant: N(C(OCC)=O)=NC(OCC)=O.Cl[C:14]1[C:23]2[C:18](=[CH:19][C:20](OC)=[C:21](O)[CH:22]=2)[N:17]=[CH:16][N:15]=1.C1(P(C2C=CC=CC=2)C2C=CC=CC=2)C=CC=CC=1.C(OC(N1CCCC(O)C1)=O)(C)(C)C. Product: [N:17]1[C:18]2[C:23](=[CH:22][CH:21]=[CH:20][CH:19]=2)[CH:14]=[N:15][CH:16]=1. The catalyst class is: 4.